Task: Predict the reaction yield, written as a fraction of the theoretical maximum amount of product (1.0 means a 100% yield; for example, 0.34 means a 34% yield).. Dataset: Reaction yield outcomes from USPTO patents with 853,638 reactions (1) The reactants are [CH:1]1([NH:6][C:7]2([CH2:12]O)[CH2:11][CH2:10][CH2:9][CH2:8]2)[CH2:5][CH2:4][CH2:3][CH2:2]1.O=S(Cl)[Cl:16].[ClH:18]. The catalyst is C1(C)C=CC=CC=1.CCOCC. The product is [ClH:16].[Cl:18][CH2:12][C:7]1([NH:6][CH:1]2[CH2:5][CH2:4][CH2:3][CH2:2]2)[CH2:11][CH2:10][CH2:9][CH2:8]1. The yield is 0.700. (2) The reactants are [Br:1][CH2:2][CH2:3][CH2:4][CH2:5][C:6]([CH3:21])([C:15]1[CH:20]=[CH:19][CH:18]=[CH:17][CH:16]=1)[CH2:7][O:8][CH:9]1[CH2:14][CH2:13][CH2:12][CH2:11][O:10]1.Br[CH2:23]CCCC(C)(C1C=CC(C)=CC=1)CO.O1C=CCCC1. The catalyst is C(Cl)Cl.O.C1(C)C=CC(S(O)(=O)=O)=CC=1. The product is [Br:1][CH2:2][CH2:3][CH2:4][CH2:5][C:6]([CH3:21])([C:15]1[CH:16]=[CH:17][C:18]([CH3:23])=[CH:19][CH:20]=1)[CH2:7][O:8][CH:9]1[CH2:14][CH2:13][CH2:12][CH2:11][O:10]1. The yield is 0.930. (3) The reactants are [CH2:1]([O:8][C:9](=[O:36])[NH:10][CH2:11][CH2:12][CH2:13][CH2:14][C:15]1[CH:20]=[CH:19][C:18]([CH2:21][CH2:22][CH2:23][CH2:24][N:25]2C(=O)C3C(=CC=CC=3)C2=O)=[CH:17][CH:16]=1)[C:2]1[CH:7]=[CH:6][CH:5]=[CH:4][CH:3]=1.NN.C(Cl)Cl. The catalyst is C(O)C. The product is [CH2:1]([O:8][C:9](=[O:36])[NH:10][CH2:11][CH2:12][CH2:13][CH2:14][C:15]1[CH:20]=[CH:19][C:18]([CH2:21][CH2:22][CH2:23][CH2:24][NH2:25])=[CH:17][CH:16]=1)[C:2]1[CH:3]=[CH:4][CH:5]=[CH:6][CH:7]=1. The yield is 0.720. (4) The reactants are [Br:1][C:2]1[CH:7]=[CH:6][C:5]([C@H:8]([NH2:10])[CH3:9])=[CH:4][CH:3]=1.[C:11]([O:17][CH2:18][CH3:19])(=[O:16])[CH2:12][C:13](O)=[O:14].C1C=CC2N(O)N=NC=2C=1. The catalyst is C(Cl)Cl. The product is [CH2:18]([O:17][C:11](=[O:16])[CH2:12][C:13]([NH:10][C@@H:8]([C:5]1[CH:6]=[CH:7][C:2]([Br:1])=[CH:3][CH:4]=1)[CH3:9])=[O:14])[CH3:19]. The yield is 0.710. (5) The reactants are [CH3:1][C:2]1[CH:9]=[C:8]([N+:10]([O-:12])=[O:11])[CH:7]=[CH:6][C:3]=1[C:4]#[N:5].CC(C)(O[CH:17](N(C)C)[N:18]([CH3:20])[CH3:19])C. The catalyst is CN(C=O)C. The product is [CH3:17][N:18]([CH3:20])/[CH:19]=[CH:1]/[C:2]1[CH:9]=[C:8]([N+:10]([O-:12])=[O:11])[CH:7]=[CH:6][C:3]=1[C:4]#[N:5]. The yield is 0.970. (6) The reactants are [F:1][C:2]([F:24])([F:23])[CH:3]([C:14]1[CH:19]=[C:18]([Cl:20])[C:17]([Cl:21])=[C:16]([Cl:22])[CH:15]=1)/[CH:4]=[CH:5]/[C:6]1[CH:11]=[CH:10][C:9]([NH:12][NH2:13])=[CH:8][CH:7]=1.CCN(C(C)C)C(C)C.C1C=CC2N(O)N=NC=2C=1.O.CCN=C=NCCCN(C)C.Cl.[CH:57]1([C:60](Cl)=[O:61])[CH2:59][CH2:58]1. The catalyst is C(Cl)Cl.C([O-])(O)=O.[Na+]. The product is [F:24][C:2]([F:1])([F:23])[CH:3]([C:14]1[CH:15]=[C:16]([Cl:22])[C:17]([Cl:21])=[C:18]([Cl:20])[CH:19]=1)/[CH:4]=[CH:5]/[C:6]1[CH:11]=[CH:10][C:9]([NH:12][NH:13][C:60]([CH:57]2[CH2:59][CH2:58]2)=[O:61])=[CH:8][CH:7]=1. The yield is 0.550.